This data is from Catalyst prediction with 721,799 reactions and 888 catalyst types from USPTO. The task is: Predict which catalyst facilitates the given reaction. (1) Product: [CH3:20][O:19][C:13]1[CH:12]=[C:11]([C:8]2[CH:9]=[CH:10][C:5]3[N:6]([C:2]([C:27]4[CH:26]=[C:25]([S:29]([N:32]([CH3:34])[CH3:33])(=[O:30])=[O:31])[CH:24]=[CH:23][CH:28]=4)=[C:3]([CH3:21])[N:4]=3)[N:7]=2)[CH:16]=[CH:15][C:14]=1[O:17][CH3:18]. The catalyst class is: 44. Reactant: Br[C:2]1[N:6]2[N:7]=[C:8]([C:11]3[CH:16]=[CH:15][C:14]([O:17][CH3:18])=[C:13]([O:19][CH3:20])[CH:12]=3)[CH:9]=[CH:10][C:5]2=[N:4][C:3]=1[CH3:21].B(O)(O)[C:23]1[CH:28]=[CH:27][CH:26]=[C:25]([S:29]([N:32]([CH3:34])[CH3:33])(=[O:31])=[O:30])[CH:24]=1.C([O-])([O-])=O.[K+].[K+]. (2) Reactant: [NH2:1][C:2]1[N:11]=[CH:10][C:9]2[C:8]([NH:12][C:13]3[CH:18]=[CH:17][CH:16]=[C:15]([Br:19])[CH:14]=3)=[N:7][CH:6]=[N:5][C:4]=2[CH:3]=1.CCN(CC)CC.[C:27](Cl)(=[O:30])[CH:28]=[CH2:29]. Product: [Br:19][C:15]1[CH:14]=[C:13]([NH:12][C:8]2[C:9]3[CH:10]=[N:11][C:2]([NH:1][C:27](=[O:30])[CH:28]=[CH2:29])=[CH:3][C:4]=3[N:5]=[CH:6][N:7]=2)[CH:18]=[CH:17][CH:16]=1. The catalyst class is: 850. (3) Reactant: [N:1]1([C:7]2[CH:12]=[CH:11][C:10]([N:13]3[C:18](=[O:19])[CH:17]=[CH:16][N:15]=[CH:14]3)=[CH:9][CH:8]=2)[CH2:6][CH2:5][NH:4][CH2:3][CH2:2]1.CC1C=CC(S(O[CH2:31][CH2:32][CH2:33][C:34]2[C:42]3[C:37](=[CH:38][CH:39]=[C:40]([C:43]#[N:44])[CH:41]=3)[NH:36][CH:35]=2)(=O)=O)=CC=1.C(=O)([O-])[O-].[K+].[K+].[I-].[K+]. Product: [O:19]=[C:18]1[N:13]([C:10]2[CH:11]=[CH:12][C:7]([N:1]3[CH2:6][CH2:5][N:4]([CH2:31][CH2:32][CH2:33][C:34]4[C:42]5[C:37](=[CH:38][CH:39]=[C:40]([C:43]#[N:44])[CH:41]=5)[NH:36][CH:35]=4)[CH2:3][CH2:2]3)=[CH:8][CH:9]=2)[CH:14]=[N:15][CH:16]=[CH:17]1. The catalyst class is: 10. (4) Reactant: [BrH:1].C(O)(=O)C.[CH2:6]([S:8][C:9]1[C:18]([O:19]C)=[CH:17][CH:16]=[CH:15][C:10]=1[CH2:11][N:12]([CH3:14])[CH3:13])[CH3:7]. Product: [BrH:1].[CH3:14][N:12]([CH2:11][C:10]1[C:9]([S:8][CH2:6][CH3:7])=[C:18]([OH:19])[CH:17]=[CH:16][CH:15]=1)[CH3:13]. The catalyst class is: 27. (5) Reactant: C(OC(=O)[NH:7][C:8]([CH3:36])([CH2:33][CH2:34][CH3:35])[CH2:9][NH:10][C:11]([C:13]1[C:14]([CH3:32])=[N:15][N:16]2[C:21]([O:22][CH2:23][C:24]3[C:29]([F:30])=[CH:28][CH:27]=[CH:26][N:25]=3)=[CH:20][C:19]([CH3:31])=[CH:18][C:17]=12)=[O:12])(C)(C)C.O.[OH-].[Na+]. Product: [NH2:7][C:8]([CH3:36])([CH2:33][CH2:34][CH3:35])[CH2:9][NH:10][C:11]([C:13]1[C:14]([CH3:32])=[N:15][N:16]2[C:21]([O:22][CH2:23][C:24]3[C:29]([F:30])=[CH:28][CH:27]=[CH:26][N:25]=3)=[CH:20][C:19]([CH3:31])=[CH:18][C:17]=12)=[O:12]. The catalyst class is: 55.